This data is from Full USPTO retrosynthesis dataset with 1.9M reactions from patents (1976-2016). The task is: Predict the reactants needed to synthesize the given product. (1) Given the product [O:6]=[C:5]1[CH2:4][CH:3]2[N:9]([C:15]([O:14][C:11]([CH3:13])([CH3:12])[CH3:10])=[O:16])[CH:8]([CH2:1][CH2:2]2)[CH2:7]1, predict the reactants needed to synthesize it. The reactants are: [CH2:1]1[CH:8]2[NH:9][CH:3]([CH2:4][C:5]([CH2:7]2)=[O:6])[CH2:2]1.[CH3:10][C:11]([O:14][C:15](O[C:15]([O:14][C:11]([CH3:13])([CH3:12])[CH3:10])=[O:16])=[O:16])([CH3:13])[CH3:12].CCN(CC)CC. (2) Given the product [CH3:1][C:2]1[CH:7]=[CH:6][C:5]([S:8]([O:11][CH2:12][CH:13]2[O:17][C:16](=[O:18])[N:15]([CH2:19][CH2:32][C:31]3[CH:42]=[CH:43][C:28]([F:27])=[CH:29][CH:30]=3)[CH2:14]2)(=[O:9])=[O:10])=[CH:4][CH:3]=1, predict the reactants needed to synthesize it. The reactants are: [CH3:1][C:2]1[CH:7]=[CH:6][C:5]([S:8]([O:11][CH2:12][CH:13]2[O:17][C:16](=[O:18])[N:15]([CH2:19]C3C=CC(F)=CC=3)[CH2:14]2)(=[O:10])=[O:9])=[CH:4][CH:3]=1.[F:27][C:28]1[CH:43]=[CH:42][C:31]([CH2:32]CN2CC(CO)OC2=O)=[CH:30][CH:29]=1.FC1C=CC(CN2CC(CO)OC2=O)=CC=1. (3) Given the product [CH:36]1([CH2:39][NH:40][C:31](=[O:32])/[CH:30]=[C:26]2\[CH2:25][N:24]([S:21]([C:18]3[CH:19]=[CH:20][C:15]([O:14][C:13]([F:34])([F:12])[F:35])=[CH:16][CH:17]=3)(=[O:23])=[O:22])[CH2:29][CH2:28][CH2:27]\2)[CH2:38][CH2:37]1.[CH:36]1([CH2:39][NH:40][C:31](=[O:32])/[CH:30]=[C:26]2/[CH2:25][N:24]([S:21]([C:18]3[CH:19]=[CH:20][C:15]([O:14][C:13]([F:34])([F:12])[F:35])=[CH:16][CH:17]=3)(=[O:23])=[O:22])[CH2:29][CH2:28][CH2:27]/2)[CH2:38][CH2:37]1, predict the reactants needed to synthesize it. The reactants are: C(Cl)(=O)C(Cl)=O.CN(C=O)C.[F:12][C:13]([F:35])([F:34])[O:14][C:15]1[CH:20]=[CH:19][C:18]([S:21]([N:24]2[CH2:29][CH2:28][CH2:27]/[C:26](=[CH:30]\[C:31](O)=[O:32])/[CH2:25]2)(=[O:23])=[O:22])=[CH:17][CH:16]=1.[CH:36]1([CH2:39][NH2:40])[CH2:38][CH2:37]1.C(N(CC)CC)C. (4) Given the product [C:36]([O:35][C:33]([N:30]1[CH2:29][CH:28]=[C:27]([C:2]2[CH:3]=[C:4]([O:8][C:9]3[C:14]4[N:15]=[C:16]([NH2:18])[S:17][C:13]=4[CH:12]=[CH:11][CH:10]=3)[N:5]=[CH:6][N:7]=2)[CH2:32][CH2:31]1)=[O:34])([CH3:39])([CH3:37])[CH3:38], predict the reactants needed to synthesize it. The reactants are: I[C:2]1[N:7]=[CH:6][N:5]=[C:4]([O:8][C:9]2[C:14]3[N:15]=[C:16]([NH2:18])[S:17][C:13]=3[CH:12]=[CH:11][CH:10]=2)[CH:3]=1.CC1(C)C(C)(C)OB([C:27]2[CH2:28][CH2:29][N:30]([C:33]([O:35][C:36]([CH3:39])([CH3:38])[CH3:37])=[O:34])[CH2:31][CH:32]=2)O1.C([O-])([O-])=O.[Na+].[Na+]. (5) Given the product [CH3:3][O:4][CH2:5][O:6][CH:7]1[CH2:11][CH2:10][CH:9]([C:12](=[O:20])[CH:13]([C:14]2[CH:19]=[CH:18][CH:17]=[CH:16][CH:15]=2)[C:21](=[O:23])[CH3:22])[CH2:8]1, predict the reactants needed to synthesize it. The reactants are: [H-].[Na+].[CH3:3][O:4][CH2:5][O:6][CH:7]1[CH2:11][CH2:10][CH:9]([C:12](=[O:20])[CH2:13][C:14]2[CH:19]=[CH:18][CH:17]=[CH:16][CH:15]=2)[CH2:8]1.[C:21](OCC)(=[O:23])[CH3:22].[Cl-].[NH4+]. (6) The reactants are: [CH3:1][CH:2]([C:5]([C:7]1[CH:8]=[N:9][N:10]([CH3:12])[CH:11]=1)=O)[C:3]#[N:4].Cl.[C:14]1([NH:20][NH2:21])[CH:19]=[CH:18][CH:17]=[CH:16][CH:15]=1. Given the product [CH3:12][N:10]1[CH:11]=[C:7]([C:5]2[C:2]([CH3:1])=[C:3]([NH2:4])[N:20]([C:14]3[CH:19]=[CH:18][CH:17]=[CH:16][CH:15]=3)[N:21]=2)[CH:8]=[N:9]1, predict the reactants needed to synthesize it. (7) The reactants are: COC1C=CC(C[N:10]2[C:14]([C:15]([F:18])([F:17])[F:16])=[C:13]([C:19]3[CH:24]=[CH:23][N:22]=[C:21]([C:25]4[N:26]=[CH:27][N:28]([C@@H:30]5[CH2:35][CH2:34][CH2:33][NH:32][CH2:31]5)[CH:29]=4)[CH:20]=3)[N:12]=[N:11]2)=CC=1.[C:36](Cl)(=[O:43])[C:37]1[CH:42]=[CH:41][CH:40]=[CH:39][CH:38]=1. Given the product [C:36]([N:32]1[CH2:33][CH2:34][CH2:35][C@@H:30]([N:28]2[CH:29]=[C:25]([C:21]3[CH:20]=[C:19]([C:13]4[N:12]=[N:11][NH:10][C:14]=4[C:15]([F:17])([F:16])[F:18])[CH:24]=[CH:23][N:22]=3)[N:26]=[CH:27]2)[CH2:31]1)(=[O:43])[C:37]1[CH:42]=[CH:41][CH:40]=[CH:39][CH:38]=1, predict the reactants needed to synthesize it. (8) Given the product [F:29][C:28]([F:31])([F:30])[S:25]([C:2]1[CH:3]=[CH:4][C:5]2[C:6](=[O:17])[C:7]3[C:12]([O:13][C:14]=2[CH:15]=1)=[CH:11][C:10]([S:25]([C:28]([F:29])([F:30])[F:31])(=[O:26])=[O:27])=[CH:9][CH:8]=3)(=[O:27])=[O:26], predict the reactants needed to synthesize it. The reactants are: O[C:2]1[CH:3]=[CH:4][C:5]2[C:6](=[O:17])[C:7]3[C:12]([O:13][C:14]=2[CH:15]=1)=[CH:11][C:10](O)=[CH:9][CH:8]=3.C1C=CC(N([S:25]([C:28]([F:31])([F:30])[F:29])(=[O:27])=[O:26])[S:25]([C:28]([F:31])([F:30])[F:29])(=[O:27])=[O:26])=CC=1.C(N(CC)C(C)C)(C)C.